From a dataset of Catalyst prediction with 721,799 reactions and 888 catalyst types from USPTO. Predict which catalyst facilitates the given reaction. (1) Reactant: C([O:3][CH:4](OCC)[CH2:5][CH2:6][NH:7][C:8]([C:10]1[S:18][C:17]2[C:12](=[N:13][CH:14]=[CH:15][C:16]=2[O:19][C:20]2[CH:25]=[CH:24][C:23]([NH:26][C:27]([NH:29][C:30]3[CH:35]=[C:34]([CH3:36])[CH:33]=[CH:32][C:31]=3[F:37])=[O:28])=[C:22]([F:38])[CH:21]=2)[CH:11]=1)=[O:9])C.Cl.O.[OH-].[Na+]. Product: [F:38][C:22]1[CH:21]=[C:20]([CH:25]=[CH:24][C:23]=1[NH:26][C:27]([NH:29][C:30]1[CH:35]=[C:34]([CH3:36])[CH:33]=[CH:32][C:31]=1[F:37])=[O:28])[O:19][C:16]1[CH:15]=[CH:14][N:13]=[C:12]2[CH:11]=[C:10]([C:8]([NH:7][CH2:6][CH2:5][CH:4]=[O:3])=[O:9])[S:18][C:17]=12. The catalyst class is: 7. (2) Product: [CH3:26][O:27][CH2:28][CH2:29][O:30][C:31]1[CH:37]=[CH:36][C:34]([NH:35][C:2]2[C:11]3[NH:12][N:13]=[CH:14][C:10]=3[C:9]3[CH:8]=[C:7]([O:24][CH3:25])[CH:6]=[CH:5][C:4]=3[N:3]=2)=[CH:33][CH:32]=1. Reactant: Cl[C:2]1[C:11]2=[N:12][N:13](CC3C=CC(OC)=CC=3)[CH:14]=[C:10]2[C:9]2[CH:8]=[C:7]([O:24][CH3:25])[CH:6]=[CH:5][C:4]=2[N:3]=1.[CH3:26][O:27][CH2:28][CH2:29][O:30][C:31]1[CH:37]=[CH:36][C:34]([NH2:35])=[CH:33][CH:32]=1.Cl. The catalyst class is: 71.